This data is from Full USPTO retrosynthesis dataset with 1.9M reactions from patents (1976-2016). The task is: Predict the reactants needed to synthesize the given product. (1) Given the product [NH2:1][C:2]1[CH:7]=[CH:6][C:5]([CH:8]([NH:20][S:18]([C:15]([CH3:17])([CH3:16])[CH3:14])=[O:19])[CH3:9])=[CH:4][C:3]=1[N+:11]([O-:13])=[O:12], predict the reactants needed to synthesize it. The reactants are: [NH2:1][C:2]1[CH:7]=[CH:6][C:5]([C:8](=O)[CH3:9])=[CH:4][C:3]=1[N+:11]([O-:13])=[O:12].[CH3:14][C:15]([S:18]([NH2:20])=[O:19])([CH3:17])[CH3:16].[B-].[Na+]. (2) Given the product [Br:1][C:2]1[CH:7]=[CH:6][C:5]([NH:8][C:9](=[O:22])[C:10]2[CH:15]=[C:14]([N+:16]([O-:18])=[O:17])[C:13]([NH:19][CH3:20])=[CH:12][C:11]=2[O:26][CH2:25][CH:24]([F:27])[F:23])=[CH:4][CH:3]=1, predict the reactants needed to synthesize it. The reactants are: [Br:1][C:2]1[CH:7]=[CH:6][C:5]([NH:8][C:9](=[O:22])[C:10]2[CH:15]=[C:14]([N+:16]([O-:18])=[O:17])[C:13]([NH:19][CH3:20])=[CH:12][C:11]=2F)=[CH:4][CH:3]=1.[F:23][CH:24]([F:27])[CH2:25][OH:26].CC([O-])(C)C.[K+].